From a dataset of SARS-CoV-2 main protease (3CLPro) crystallographic fragment screen with 879 compounds. Binary Classification. Given a drug SMILES string, predict its activity (active/inactive) in a high-throughput screening assay against a specified biological target. (1) The drug is Cc1nc(CN2CCC(CN)CC2)cs1. The result is 0 (inactive). (2) The compound is COC(=O)[C@@H]1CCCN(C(C)=O)[C@@H]1C. The result is 0 (inactive).